Regression. Given two drug SMILES strings and cell line genomic features, predict the synergy score measuring deviation from expected non-interaction effect. From a dataset of NCI-60 drug combinations with 297,098 pairs across 59 cell lines. (1) Drug 1: C(CC(=O)O)C(=O)CN.Cl. Cell line: NCI-H322M. Synergy scores: CSS=30.3, Synergy_ZIP=-8.70, Synergy_Bliss=0.363, Synergy_Loewe=1.26, Synergy_HSA=1.20. Drug 2: C1CCC(C(C1)N)N.C(=O)(C(=O)[O-])[O-].[Pt+4]. (2) Drug 1: C1CN1P(=S)(N2CC2)N3CC3. Drug 2: CC(C)CN1C=NC2=C1C3=CC=CC=C3N=C2N. Cell line: IGROV1. Synergy scores: CSS=11.3, Synergy_ZIP=-3.93, Synergy_Bliss=-0.260, Synergy_Loewe=0.647, Synergy_HSA=0.696. (3) Drug 1: C1CCC(C(C1)N)N.C(=O)(C(=O)[O-])[O-].[Pt+4]. Drug 2: CC1C(C(CC(O1)OC2CC(CC3=C2C(=C4C(=C3O)C(=O)C5=C(C4=O)C(=CC=C5)OC)O)(C(=O)CO)O)N)O.Cl. Cell line: RPMI-8226. Synergy scores: CSS=48.0, Synergy_ZIP=-14.1, Synergy_Bliss=-17.9, Synergy_Loewe=-14.1, Synergy_HSA=-12.3. (4) Drug 1: CN(C)C1=NC(=NC(=N1)N(C)C)N(C)C. Drug 2: CCCS(=O)(=O)NC1=C(C(=C(C=C1)F)C(=O)C2=CNC3=C2C=C(C=N3)C4=CC=C(C=C4)Cl)F. Cell line: TK-10. Synergy scores: CSS=-0.452, Synergy_ZIP=-0.597, Synergy_Bliss=-1.13, Synergy_Loewe=-11.9, Synergy_HSA=-5.49. (5) Drug 2: C1=C(C(=O)NC(=O)N1)F. Drug 1: CN1CCC(CC1)COC2=C(C=C3C(=C2)N=CN=C3NC4=C(C=C(C=C4)Br)F)OC. Synergy scores: CSS=42.9, Synergy_ZIP=1.52, Synergy_Bliss=2.83, Synergy_Loewe=7.23, Synergy_HSA=8.69. Cell line: TK-10. (6) Drug 1: CN1CCC(CC1)COC2=C(C=C3C(=C2)N=CN=C3NC4=C(C=C(C=C4)Br)F)OC. Drug 2: CC12CCC3C(C1CCC2=O)CC(=C)C4=CC(=O)C=CC34C. Cell line: UO-31. Synergy scores: CSS=41.5, Synergy_ZIP=-0.797, Synergy_Bliss=0.640, Synergy_Loewe=3.64, Synergy_HSA=3.93.